From a dataset of Full USPTO retrosynthesis dataset with 1.9M reactions from patents (1976-2016). Predict the reactants needed to synthesize the given product. (1) Given the product [BrH:16].[Cl:1][C:2]1[CH:3]=[CH:4][C:5]([OH:14])=[C:6]([CH:8]2[CH2:9][CH2:10][NH:11][CH2:12][CH2:13]2)[CH:7]=1, predict the reactants needed to synthesize it. The reactants are: [Cl:1][C:2]1[CH:3]=[CH:4][C:5]([O:14]C)=[C:6]([CH:8]2[CH2:13][CH2:12][NH:11][CH2:10][CH2:9]2)[CH:7]=1.[BrH:16]. (2) Given the product [F:22][CH:7]([F:6])[C@@:8]1([C:15]2[CH:20]=[C:19]([N+:23]([O-:25])=[O:24])[CH:18]=[CH:17][C:16]=2[F:21])[CH2:13][O:12][CH2:11][C:10]([NH2:14])=[N:9]1, predict the reactants needed to synthesize it. The reactants are: S(O)(O)(=O)=O.[F:6][CH:7]([F:22])[C@@:8]1([C:15]2[CH:20]=[CH:19][CH:18]=[CH:17][C:16]=2[F:21])[CH2:13][O:12][CH2:11][C:10]([NH2:14])=[N:9]1.[N+:23]([O-])([OH:25])=[O:24].N.O. (3) Given the product [CH3:1][C:2]1[C:3]([C:19]2[CH:24]=[CH:23][CH:22]=[CH:21][N:20]=2)=[N:4][C:5]([NH2:8])=[CH:6][CH:7]=1, predict the reactants needed to synthesize it. The reactants are: [CH3:1][C:2]1[C:3]([C:19]2[CH:24]=[CH:23][CH:22]=[CH:21][N:20]=2)=[N:4][C:5]([N:8]2C(=O)C3C(=CC=CC=3)C2=O)=[CH:6][CH:7]=1.